This data is from Catalyst prediction with 721,799 reactions and 888 catalyst types from USPTO. The task is: Predict which catalyst facilitates the given reaction. (1) Reactant: [CH:1]1([CH:7]=O)[CH2:6][CH2:5][CH2:4][CH2:3][CH2:2]1.[CH:9]([C:11]([CH3:13])=[O:12])=[CH2:10].S(=O)(=O)(O)O.C(=O)(O)[O-].[Na+]. Product: [CH:7]1[C:1]2([CH2:2][CH2:3][CH2:4][CH2:5][CH2:6]2)[CH2:10][CH2:9][C:11](=[O:12])[CH:13]=1. The catalyst class is: 11. (2) Reactant: [CH3:1][O:2][C:3]([C:5]1[CH:6]=[C:7]2[C:12](=[CH:13][CH:14]=1)[O:11][CH2:10][CH:9](C(O)=O)[CH2:8]2)=[O:4].C1(P([N:32]=[N+]=[N-])(C2C=CC=CC=2)=O)C=CC=CC=1. Product: [CH3:1][O:2][C:3]([C:5]1[CH:6]=[C:7]2[C:12](=[CH:13][CH:14]=1)[O:11][CH2:10][CH:9]([NH2:32])[CH2:8]2)=[O:4]. The catalyst class is: 107. (3) Reactant: [CH3:1][C:2]1[N:3]=[C:4]([S:13][CH2:14][CH2:15][CH:16]([C:21]2[S:22][C:23]3[CH:30]=[C:29]([C:31]([F:34])([F:33])[F:32])[CH:28]=[CH:27][C:24]=3[C:25]=2[CH3:26])[CH2:17][CH2:18][CH2:19][CH3:20])[S:5][C:6]=1[CH2:7][C:8]([O:10]CC)=[O:9].[OH-].[Na+]. Product: [CH3:1][C:2]1[N:3]=[C:4]([S:13][CH2:14][CH2:15][CH:16]([C:21]2[S:22][C:23]3[CH:30]=[C:29]([C:31]([F:34])([F:32])[F:33])[CH:28]=[CH:27][C:24]=3[C:25]=2[CH3:26])[CH2:17][CH2:18][CH2:19][CH3:20])[S:5][C:6]=1[CH2:7][C:8]([OH:10])=[O:9]. The catalyst class is: 92. (4) Reactant: [Cl:1][C:2]1[C:7]([C:8]([NH:10][CH2:11][C:12](=[O:15])[CH2:13][CH3:14])=O)=[CH:6][CH:5]=[C:4]([CH3:16])[N:3]=1.CC[N+](S(N=C(OC)[O-])(=O)=O)(CC)CC. Product: [Cl:1][C:2]1[C:7]([C:8]2[O:15][C:12]([CH2:13][CH3:14])=[CH:11][N:10]=2)=[CH:6][CH:5]=[C:4]([CH3:16])[N:3]=1. The catalyst class is: 1. (5) Reactant: [Cl:1][C:2]1[C:7]([CH2:8][CH2:9][CH2:10][O:11][CH3:12])=[CH:6][C:5]([CH2:13][CH2:14][CH2:15][O:16][CH3:17])=[CH:4][C:3]=1[CH2:18][OH:19].C(N(CC)CC)C.[CH3:27][S:28](Cl)(=[O:30])=[O:29]. Product: [CH3:27][S:28]([O:19][CH2:18][C:3]1[CH:4]=[C:5]([CH2:13][CH2:14][CH2:15][O:16][CH3:17])[CH:6]=[C:7]([CH2:8][CH2:9][CH2:10][O:11][CH3:12])[C:2]=1[Cl:1])(=[O:30])=[O:29]. The catalyst class is: 4. (6) Reactant: [Cl:1][C:2]1[N:3]=[C:4]2[C:9](=[CH:10][CH:11]=1)[N:8]=[CH:7][C:6]([C:12](OCC)=[O:13])=[C:5]2[NH:17][C:18]1[CH:23]=[CH:22][CH:21]=[C:20]([C:24]([F:27])([F:26])[F:25])[CH:19]=1.C(O)C.[BH4-].[Na+]. Product: [Cl:1][C:2]1[N:3]=[C:4]2[C:9](=[CH:10][CH:11]=1)[N:8]=[CH:7][C:6]([CH:12]=[O:13])=[C:5]2[NH:17][C:18]1[CH:23]=[CH:22][CH:21]=[C:20]([C:24]([F:25])([F:26])[F:27])[CH:19]=1. The catalyst class is: 327. (7) Reactant: C([N:8]1[CH2:13][CH2:12][CH:11]([CH3:14])[CH:10]([N:15]([CH3:25])[C:16]2[C:17]3[CH:24]=[CH:23][NH:22][C:18]=3[N:19]=[CH:20][N:21]=2)[CH2:9]1)C1C=CC=CC=1.Cl. Product: [CH3:25][N:15]([CH:10]1[CH:11]([CH3:14])[CH2:12][CH2:13][NH:8][CH2:9]1)[C:16]1[C:17]2[CH:24]=[CH:23][NH:22][C:18]=2[N:19]=[CH:20][N:21]=1. The catalyst class is: 8.